This data is from Reaction yield outcomes from USPTO patents with 853,638 reactions. The task is: Predict the reaction yield, written as a fraction of the theoretical maximum amount of product (1.0 means a 100% yield; for example, 0.34 means a 34% yield). (1) The reactants are [CH2:1]([CH:3]1[CH2:8][CH2:7][CH2:6][CH2:5][NH:4]1)[CH3:2].Cl[CH2:10][C:11]1[CH:36]=[CH:35][C:14]([C:15]([NH:17][C:18]2[CH:19]=[CH:20][C:21]([O:24][C:25](=[O:34])[N:26]([CH3:33])[C:27]3[CH:32]=[CH:31][CH:30]=[CH:29][CH:28]=3)=[N:22][CH:23]=2)=[O:16])=[CH:13][CH:12]=1.[I-].[Na+].O. The catalyst is CN(C)C=O. The product is [CH2:1]([CH:3]1[CH2:8][CH2:7][CH2:6][CH2:5][N:4]1[CH2:10][C:11]1[CH:12]=[CH:13][C:14]([C:15]([NH:17][C:18]2[CH:19]=[CH:20][C:21]([O:24][C:25](=[O:34])[N:26]([CH3:33])[C:27]3[CH:32]=[CH:31][CH:30]=[CH:29][CH:28]=3)=[N:22][CH:23]=2)=[O:16])=[CH:35][CH:36]=1)[CH3:2]. The yield is 0.910. (2) The reactants are [ClH:1].N[C:3]1[CH:12]=[CH:11][CH:10]=[C:9]2[C:4]=1[CH2:5][CH2:6][C:7](=[O:13])[NH:8]2.N([O-])=O.[Na+].[S:18](=[O:20])=[O:19]. The catalyst is C(#N)C.O.O.O.[Cu](Cl)Cl.C(O)(=O)C. The product is [O:13]=[C:7]1[CH2:6][CH2:5][C:4]2[C:3]([S:18]([Cl:1])(=[O:20])=[O:19])=[CH:12][CH:11]=[CH:10][C:9]=2[NH:8]1. The yield is 0.250. (3) The reactants are [CH2:1]([N:3]([C:17]1[C:18]([CH3:28])=[N:19][N:20]([C:22]2[CH:23]=[N:24][CH:25]=[CH:26][CH:27]=2)[CH:21]=1)[C:4](=[O:16])[CH2:5][C:6]([OH:15])([C:11]([F:14])([F:13])[F:12])[C:7]([F:10])([F:9])[F:8])[CH3:2].[H-].[Na+].IC.[CH3:33]COC(C)=O.CCCCCC. The catalyst is CN(C=O)C.O. The product is [CH2:1]([N:3]([C:17]1[C:18]([CH3:28])=[N:19][N:20]([C:22]2[CH:23]=[N:24][CH:25]=[CH:26][CH:27]=2)[CH:21]=1)[C:4](=[O:16])[CH2:5][C:6]([O:15][CH3:33])([C:7]([F:9])([F:8])[F:10])[C:11]([F:14])([F:12])[F:13])[CH3:2]. The yield is 0.273.